From a dataset of Full USPTO retrosynthesis dataset with 1.9M reactions from patents (1976-2016). Predict the reactants needed to synthesize the given product. (1) Given the product [F:20][C:3]([F:2])([F:19])[C:4]([N:6]1[CH2:12][CH2:11][C:10]2[CH:13]=[CH:14][C:15]([CH2:17][NH:18][C:26](=[O:27])[O:25][C:22]([CH3:24])([CH3:23])[CH3:21])=[CH:16][C:9]=2[CH2:8][CH2:7]1)=[O:5], predict the reactants needed to synthesize it. The reactants are: Cl.[F:2][C:3]([F:20])([F:19])[C:4]([N:6]1[CH2:12][CH2:11][C:10]2[CH:13]=[CH:14][C:15]([CH2:17][NH2:18])=[CH:16][C:9]=2[CH2:8][CH2:7]1)=[O:5].[CH3:21][C:22]([O:25][C:26](O[C:26]([O:25][C:22]([CH3:24])([CH3:23])[CH3:21])=[O:27])=[O:27])([CH3:24])[CH3:23].[OH-].[Na+].CCCCCC. (2) The reactants are: [Cl:1][C:2]1[CH:9]=[C:8]([O:10][CH2:11][C:12]2[S:16][C:15]([C:17]3[CH:22]=[CH:21][C:20]([C:23]([F:26])([F:25])[F:24])=[CH:19][CH:18]=3)=[N:14][C:13]=2[CH2:27][OH:28])[CH:7]=[CH:6][C:3]=1[C:4]#[N:5].[CH3:29][S:30](Cl)(=[O:32])=[O:31].C(N(CC)CC)C. Given the product [Cl:1][C:2]1[CH:9]=[C:8]([CH:7]=[CH:6][C:3]=1[C:4]#[N:5])[O:10][CH2:11][C:12]1[S:16][C:15]([C:17]2[CH:22]=[CH:21][C:20]([C:23]([F:25])([F:24])[F:26])=[CH:19][CH:18]=2)=[N:14][C:13]=1[CH2:27][O:28][S:30]([CH3:29])(=[O:32])=[O:31], predict the reactants needed to synthesize it. (3) Given the product [C:4]([S:6][CH2:8][C:9]([O:11][CH2:12][CH3:13])=[O:10])(=[S:5])[CH3:1], predict the reactants needed to synthesize it. The reactants are: [CH3:1][Mg]Cl.[C:4](=[S:6])=[S:5].Br[CH2:8][C:9]([O:11][CH2:12][CH3:13])=[O:10].O. (4) The reactants are: [CH:1]1([CH2:7][NH2:8])[CH2:6][CH2:5][CH2:4][CH2:3][CH2:2]1.[CH:9]1([NH:12][C:13]([C:15]2[CH:16]=[C:17]([F:39])[C:18]([CH3:38])=[C:19]([C:21]3[CH:26]=[CH:25][C:24]([C:27](O)=[O:28])=[CH:23][C:22]=3[C:30]([NH:32][C:33]3[S:34][CH:35]=[CH:36][N:37]=3)=[O:31])[CH:20]=2)=[O:14])[CH2:11][CH2:10]1.Cl.CN(C)CCCN=C=NCC.CCOC(C)=O. Given the product [CH:1]1([CH2:7][NH:8][C:27]([C:24]2[CH:23]=[C:22]([C:30]([NH:32][C:33]3[S:34][CH:35]=[CH:36][N:37]=3)=[O:31])[C:21]([C:19]3[C:18]([CH3:38])=[C:17]([F:39])[CH:16]=[C:15]([C:13]([NH:12][CH:9]4[CH2:11][CH2:10]4)=[O:14])[CH:20]=3)=[CH:26][CH:25]=2)=[O:28])[CH2:6][CH2:5][CH2:4][CH2:3][CH2:2]1, predict the reactants needed to synthesize it.